From a dataset of Catalyst prediction with 721,799 reactions and 888 catalyst types from USPTO. Predict which catalyst facilitates the given reaction. (1) Reactant: [CH2:1]([O:3][C:4]([C:6]1([C:9]2[CH:14]=[CH:13][C:12]([C:15]3[CH:20]=[CH:19][C:18]([C:21]4[S:22][C:23]([F:29])=CC=4C(O)=O)=[CH:17][CH:16]=3)=[CH:11][CH:10]=2)[CH2:8][CH2:7]1)=[O:5])[CH3:2].C([N:32]([CH2:35][CH3:36])[CH2:33]C)C.C1(P(N=[N+]=[N-])(C2C=CC=CC=2)=[O:44])C=CC=CC=1.[F:54][C:55]1[CH:60]=[C:59]([F:61])[C:58]([F:62])=[CH:57][C:56]=1[CH:63]([OH:65])[CH3:64].[Cl-].[NH4+]. Product: [CH2:1]([O:3][C:4]([C:6]1([C:9]2[CH:14]=[CH:13][C:12]([C:15]3[CH:16]=[CH:17][C:18]([C:21]4[S:22][C:23]([F:29])=[CH:36][C:35]=4[NH:32][C:33]([O:65][CH:63]([C:56]4[CH:57]=[C:58]([F:62])[C:59]([F:61])=[CH:60][C:55]=4[F:54])[CH3:64])=[O:44])=[CH:19][CH:20]=3)=[CH:11][CH:10]=2)[CH2:7][CH2:8]1)=[O:5])[CH3:2]. The catalyst class is: 11. (2) Reactant: Cl.[NH2:2][CH2:3][C:4]1[CH:5]=[C:6]([CH2:10][NH:11][C:12]([C:14]2[NH:23][C:22](=[O:24])[C:21]3[C:16](=[CH:17][CH:18]=[C:19]([C:25]#[N:26])[CH:20]=3)[N:15]=2)=[O:13])[CH:7]=[CH:8][CH:9]=1.[NH:27]1[CH:31]=[N:30][C:29]([CH2:32][C:33](O)=[O:34])=[N:28]1.C(N(C(C)C)CC)(C)C.Cl.CN(C)CCCN=C=NCC.ON1C2C=CC=CC=2N=N1. Product: [C:25]([C:19]1[CH:20]=[C:21]2[C:16](=[CH:17][CH:18]=1)[N:15]=[C:14]([C:12]([NH:11][CH2:10][C:6]1[CH:7]=[CH:8][CH:9]=[C:4]([CH2:3][NH:2][C:33](=[O:34])[CH2:32][C:29]3[N:30]=[CH:31][NH:27][N:28]=3)[CH:5]=1)=[O:13])[NH:23][C:22]2=[O:24])#[N:26]. The catalyst class is: 3. (3) The catalyst class is: 37. Product: [NH2:1][C:2]1[CH:3]=[C:4]([C:11]([F:14])([F:13])[F:12])[C:5]([C:6]#[N:7])=[CH:8][C:9]=1[C:15]#[N:16]. Reactant: [NH2:1][C:2]1[C:9](I)=[CH:8][C:5]([C:6]#[N:7])=[C:4]([C:11]([F:14])([F:13])[F:12])[CH:3]=1.[C:15]([Cu])#[N:16].